This data is from Full USPTO retrosynthesis dataset with 1.9M reactions from patents (1976-2016). The task is: Predict the reactants needed to synthesize the given product. (1) Given the product [Cl:11][C:8]1[N:9]=[CH:10][C:5]([C:3]([OH:4])=[O:2])=[N:6][CH:7]=1, predict the reactants needed to synthesize it. The reactants are: C[O:2][C:3]([C:5]1[CH:10]=[N:9][C:8]([Cl:11])=[CH:7][N:6]=1)=[O:4].[OH-].[Na+]. (2) Given the product [CH3:72][N:63]([C:52]1[CH:53]=[C:54]([O:58][C:59]([F:62])([F:60])[F:61])[CH:55]=[C:56]2[C:51]=1[NH:50][C:49]([C:47]1[S:43][CH:44]([CH2:73][N:74]3[CH2:79][CH2:78][O:77][CH2:76][CH2:75]3)[CH2:45][N:46]=1)=[CH:57]2)[S:64]([C:67]1[S:68][CH:69]=[CH:70][CH:71]=1)(=[O:65])=[O:66], predict the reactants needed to synthesize it. The reactants are: C1(P(=O)(C2C=CC=CC=2)C2C=CC=CC=2)C=CC=CC=1.FC(F)(F)S(OS(C(F)(F)F)(=O)=O)(=O)=O.C([S:43][CH:44]([CH2:73][N:74]1[CH2:79][CH2:78][O:77][CH2:76][CH2:75]1)[CH2:45][NH:46][C:47]([C:49]1[NH:50][C:51]2[C:56]([CH:57]=1)=[CH:55][C:54]([O:58][C:59]([F:62])([F:61])[F:60])=[CH:53][C:52]=2[N:63]([CH3:72])[S:64]([C:67]1[S:68][CH:69]=[CH:70][CH:71]=1)(=[O:66])=[O:65])=O)C1C=CC=CC=1.CSC. (3) Given the product [NH2:8][C@H:9]([C:22]1[CH:23]=[CH:24][CH:25]=[CH:26][CH:27]=1)[CH2:10][N:11]1[CH2:16][CH2:15][CH:14]([C:17]([O:19][CH2:20][CH3:21])=[O:18])[CH2:13][CH2:12]1, predict the reactants needed to synthesize it. The reactants are: C(OC([NH:8][C@H:9]([C:22]1[CH:27]=[CH:26][CH:25]=[CH:24][CH:23]=1)[CH2:10][N:11]1[CH2:16][CH2:15][CH:14]([C:17]([O:19][CH2:20][CH3:21])=[O:18])[CH2:13][CH2:12]1)=O)(C)(C)C.FC(F)(F)C(O)=O. (4) Given the product [C:1]([O:5][C:6]([N:8]([CH3:56])[C@@H:9]([CH3:55])[C:10]([NH:12][C@@H:13]([C:51]([CH3:54])([CH3:53])[CH3:52])[C:14]([N:16]1[C@H:25]([C:26](=[O:38])[NH:27][C@H:28]2[C:37]3[C:32](=[CH:33][CH:34]=[CH:35][CH:36]=3)[CH2:31][CH2:30][CH2:29]2)[CH2:24][C:23]2[C:18](=[CH:19][C:20]([N:39]([CH2:40][C:41]3[CH:42]=[CH:43][C:44]([C:45]([O:47][CH3:48])=[O:46])=[CH:49][CH:50]=3)[C:60](=[O:61])[CH3:59])=[CH:21][CH:22]=2)[CH2:17]1)=[O:15])=[O:11])=[O:7])([CH3:4])([CH3:3])[CH3:2], predict the reactants needed to synthesize it. The reactants are: [C:1]([O:5][C:6]([N:8]([CH3:56])[C@@H:9]([CH3:55])[C:10]([NH:12][C@@H:13]([C:51]([CH3:54])([CH3:53])[CH3:52])[C:14]([N:16]1[C@H:25]([C:26](=[O:38])[NH:27][C@H:28]2[C:37]3[C:32](=[CH:33][CH:34]=[CH:35][CH:36]=3)[CH2:31][CH2:30][CH2:29]2)[CH2:24][C:23]2[C:18](=[CH:19][C:20]([NH:39][CH2:40][C:41]3[CH:50]=[CH:49][C:44]([C:45]([O:47][CH3:48])=[O:46])=[CH:43][CH:42]=3)=[CH:21][CH:22]=2)[CH2:17]1)=[O:15])=[O:11])=[O:7])([CH3:4])([CH3:3])[CH3:2].CC(C)(C)[C@H:59](NC(=O)[C@@H](NC)C)[C:60](N1[C@H](C(N[C@H]2C3C(=CC=CC=3)CCC2)=O)CC2C(=CC(NCC3C=CC(C(=O)N[C@H]4C[C@@H](C(=O)N[C@H]5C6C(=CC=CC=6)CCC5)N(C(=O)[C@@H](NC(=O)[C@@H](NC)C)C(C)(C)C)C4)=CC=3)=CC=2)C1)=[O:61].C(OC(=O)C)(=O)C. (5) Given the product [CH3:1][C:2]1[CH:3]=[CH:4][C:5]([C:21]([NH:23][C:24]2[CH:25]=[C:26]([C:36]([F:38])([F:39])[F:37])[CH:27]=[C:28]([N:30]3[CH:34]=[N:33][C:32]([CH3:35])=[CH:31]3)[CH:29]=2)=[O:22])=[CH:6][C:7]=1[NH:8][C:9]1[N:10]=[CH:11][CH:12]=[C:13]([C:15]2[CH:16]=[CH:17][CH:18]=[N:19][CH:20]=2)[N:14]=1.[ClH:40], predict the reactants needed to synthesize it. The reactants are: [CH3:1][C:2]1[CH:3]=[CH:4][C:5]([C:21]([NH:23][C:24]2[CH:25]=[C:26]([C:36]([F:39])([F:38])[F:37])[CH:27]=[C:28]([N:30]3[CH:34]=[N:33][C:32]([CH3:35])=[CH:31]3)[CH:29]=2)=[O:22])=[CH:6][C:7]=1[NH:8][C:9]1[N:10]=[CH:11][CH:12]=[C:13]([C:15]2[CH:16]=[CH:17][CH:18]=[N:19][CH:20]=2)[N:14]=1.[ClH:40]. (6) The reactants are: [I:1][C:2]1[CH:7]=[CH:6][C:5]([C@H:8]2[C@@H:13]([NH2:14])[CH2:12][CH2:11][O:10][CH2:9]2)=[CH:4][CH:3]=1.N12CCCN=C1CCCCC2.[CH3:26][CH:27]([S:29](Cl)(=[O:31])=[O:30])[CH3:28]. Given the product [I:1][C:2]1[CH:7]=[CH:6][C:5]([C@H:8]2[C@@H:13]([NH:14][S:29]([CH:27]([CH3:28])[CH3:26])(=[O:31])=[O:30])[CH2:12][CH2:11][O:10][CH2:9]2)=[CH:4][CH:3]=1, predict the reactants needed to synthesize it. (7) Given the product [OH:5][C:6]1[CH:13]=[CH:12][C:9]([CH:10]=[CH2:11])=[CH:8][CH:7]=1.[C:14]([O:18][C:19]12[CH2:28][CH:23]3[CH2:24][CH:25]([CH2:27][C:21]([OH:34])([CH2:22]3)[CH2:20]1)[CH2:26]2)(=[O:17])[CH:15]=[CH2:16], predict the reactants needed to synthesize it. The reactants are: C([O:5][C:6]1[CH:13]=[CH:12][C:9]([CH:10]=[CH2:11])=[CH:8][CH:7]=1)(C)(C)C.[C:14]([O:18][C:19]12[CH2:28][CH:23]3[CH2:24][CH:25]([CH2:27][CH:21]([CH2:22]3)[CH:20]1O)[CH2:26]2)(=[O:17])[CH:15]=[CH2:16].N(C(C)(C)C(OC)=O)=NC(C)(C)C(OC)=[O:34].Cl. (8) The reactants are: [O:1]1[CH2:6][CH2:5][C:4](=[CH:7][C:8]2[CH:9]=[CH:10][C:11]3[N:12]=[C:13]([Cl:24])[N:14]=[C:15]([N:18]4[CH2:23][CH2:22][O:21][CH2:20][CH2:19]4)[C:16]=3[N:17]=2)[CH2:3][CH2:2]1. Given the product [Cl:24][C:13]1[N:14]=[C:15]([N:18]2[CH2:19][CH2:20][O:21][CH2:22][CH2:23]2)[C:16]2[N:17]=[C:8]([CH2:7][CH:4]3[CH2:5][CH2:6][O:1][CH2:2][CH2:3]3)[CH:9]=[CH:10][C:11]=2[N:12]=1, predict the reactants needed to synthesize it.